Dataset: Forward reaction prediction with 1.9M reactions from USPTO patents (1976-2016). Task: Predict the product of the given reaction. Given the reactants [O:1]1[CH2:6][CH2:5][O:4][C:3]2[CH:7]=[C:8]([NH:11][S:12]([C:15]3[CH:20]=[CH:19][C:18]([C:21]#[C:22][CH2:23][NH:24][C:25](=[O:36])[CH2:26][O:27][CH2:28][C:29]4[CH:34]=[CH:33][C:32]([F:35])=[CH:31][CH:30]=4)=[CH:17][CH:16]=3)(=[O:14])=[O:13])[CH:9]=[CH:10][C:2]1=2, predict the reaction product. The product is: [O:1]1[CH2:6][CH2:5][O:4][C:3]2[CH:7]=[C:8]([NH:11][S:12]([C:15]3[CH:16]=[CH:17][C:18]([CH2:21][CH2:22][CH2:23][NH:24][C:25](=[O:36])[CH2:26][O:27][CH2:28][C:29]4[CH:30]=[CH:31][C:32]([F:35])=[CH:33][CH:34]=4)=[CH:19][CH:20]=3)(=[O:14])=[O:13])[CH:9]=[CH:10][C:2]1=2.